Dataset: Reaction yield outcomes from USPTO patents with 853,638 reactions. Task: Predict the reaction yield, written as a fraction of the theoretical maximum amount of product (1.0 means a 100% yield; for example, 0.34 means a 34% yield). The reactants are [CH2:1]([O:8][C:9]1[C:14]([O:15][CH3:16])=[CH:13][CH:12]=[CH:11][C:10]=1[CH2:17][C:18]#N)[C:2]1[CH:7]=[CH:6][CH:5]=[CH:4][CH:3]=1.[OH-:20].[Na+].Cl.[CH2:23]([OH:25])C. No catalyst specified. The product is [CH2:1]([O:8][C:9]1[C:14]([O:15][CH3:16])=[CH:13][CH:12]=[CH:11][C:10]=1[CH2:17][C:18]([O:25][CH3:23])=[O:20])[C:2]1[CH:7]=[CH:6][CH:5]=[CH:4][CH:3]=1. The yield is 0.760.